Dataset: hERG potassium channel inhibition data for cardiac toxicity prediction from Karim et al.. Task: Regression/Classification. Given a drug SMILES string, predict its toxicity properties. Task type varies by dataset: regression for continuous values (e.g., LD50, hERG inhibition percentage) or binary classification for toxic/non-toxic outcomes (e.g., AMES mutagenicity, cardiotoxicity, hepatotoxicity). Dataset: herg_karim. The compound is C=CC(=O)Nc1ccc2ncnc(Nc3ccc(OCc4cccc(F)c4)c(Cl)c3)c2c1. The result is 0 (non-blocker).